From a dataset of Full USPTO retrosynthesis dataset with 1.9M reactions from patents (1976-2016). Predict the reactants needed to synthesize the given product. (1) Given the product [CH3:25][C:11]1[NH:12][C:13]2[C:7]([C:5](=[O:6])[C:4]=1[C:3]([O:9][CH3:10])=[O:8])=[CH:20][CH:21]=[CH:22][CH:23]=2, predict the reactants needed to synthesize it. The reactants are: [H-].[Na+].[C:3]([O:9][CH3:10])(=[O:8])[CH2:4][C:5]([CH3:7])=[O:6].[CH3:11][N:12]1C(=O)OC(=O)C2=[CH:20][CH:21]=[CH:22][CH:23]=[C:13]12.O.[CH3:25]C(N(C)C)=O. (2) The reactants are: [CH3:1][C:2]1[O:6][N:5]=[C:4]([C:7]2[CH:12]=[CH:11][CH:10]=[CH:9][CH:8]=2)[C:3]=1[CH2:13][O:14][C:15]1[CH:23]=[CH:22][C:18]([C:19]([OH:21])=O)=[CH:17][N:16]=1.F[B-](F)(F)F.[N:29]1(OC(N(C)C)=[N+](C)C)[C:33]2[CH:34]=[CH:35][CH:36]=[CH:37][C:32]=2[N:31]=N1.C(N(CC)C(C)C)(C)C.NCC1C=CC=CN=1. Given the product [CH3:1][C:2]1[O:6][N:5]=[C:4]([C:7]2[CH:8]=[CH:9][CH:10]=[CH:11][CH:12]=2)[C:3]=1[CH2:13][O:14][C:15]1[CH:23]=[CH:22][C:18]([C:19]([NH:31][CH2:32][C:37]2[CH:36]=[CH:35][CH:34]=[CH:33][N:29]=2)=[O:21])=[CH:17][N:16]=1, predict the reactants needed to synthesize it. (3) Given the product [Br:1][C:2]1[N:3]=[C:4]([C:24]2[C:25]([CH:30]=[O:31])=[N:26][CH:27]=[CH:28][CH:29]=2)[N:5]2[C:10]3[CH:11]=[CH:12][N:13]([S:14]([C:17]4[CH:18]=[CH:19][C:20]([CH3:21])=[CH:22][CH:23]=4)(=[O:16])=[O:15])[C:9]=3[N:8]=[CH:7][C:6]=12, predict the reactants needed to synthesize it. The reactants are: [Br:1][C:2]1[N:3]=[C:4]([C:24]2[C:25]([CH3:30])=[N:26][CH:27]=[CH:28][CH:29]=2)[N:5]2[C:10]3[CH:11]=[CH:12][N:13]([S:14]([C:17]4[CH:23]=[CH:22][C:20]([CH3:21])=[CH:19][CH:18]=4)(=[O:16])=[O:15])[C:9]=3[N:8]=[CH:7][C:6]=12.[OH2:31]. (4) Given the product [O:14]1[C:10]2([CH2:15][CH2:16][CH:7]([CH:4]([N:2]([CH3:3])[CH3:1])[C:5]3[CH:21]=[CH:22][CH:17]=[CH:18][CH:19]=3)[CH2:8][CH2:9]2)[O:11][CH2:12][CH2:13]1, predict the reactants needed to synthesize it. The reactants are: [CH3:1][N:2]([CH:4]([CH:7]1[CH2:16][CH2:15][C:10]2([O:14][CH2:13][CH2:12][O:11]2)[CH2:9][CH2:8]1)[C:5]#N)[CH3:3].[C:17]1([Mg]Cl)[CH:22]=[CH:21]C=[CH:19][CH:18]=1.[Cl-].[NH4+].O. (5) Given the product [Br:1][C:2]1[N:7]=[C:6]([NH:8][C:9](=[O:10])[O:11][C:12]([CH3:13])([CH3:14])[CH3:15])[C:5]([O:23][CH3:24])=[CH:4][CH:3]=1, predict the reactants needed to synthesize it. The reactants are: [Br:1][C:2]1[N:7]=[C:6]([N:8](C(OC(C)(C)C)=O)[C:9]([O:11][C:12]([CH3:15])([CH3:14])[CH3:13])=[O:10])[C:5]([O:23][CH3:24])=[CH:4][CH:3]=1.C([O-])([O-])=O.[K+].[K+]. (6) Given the product [CH2:1]([O:3][C:4]([C:6]1[N:7]([CH3:12])[C:8]([C:18]#[C:17][Si:14]([CH3:16])([CH3:15])[CH3:13])=[CH:9][N:10]=1)=[O:5])[CH3:2], predict the reactants needed to synthesize it. The reactants are: [CH2:1]([O:3][C:4]([C:6]1[N:7]([CH3:12])[C:8](Br)=[CH:9][N:10]=1)=[O:5])[CH3:2].[CH3:13][Si:14]([C:17]#[CH:18])([CH3:16])[CH3:15]. (7) Given the product [C:13]([O:17][C:18]([N:20]1[CH2:25][CH2:24][CH2:23][C@H:22]([C:26]2[N:29]=[C:8]([C:5]3[NH:6][CH:7]=[C:3]([C:2]([F:1])([F:12])[F:11])[N:4]=3)[O:10][N:27]=2)[CH2:21]1)=[O:19])([CH3:16])([CH3:14])[CH3:15], predict the reactants needed to synthesize it. The reactants are: [F:1][C:2]([F:12])([F:11])[C:3]1[N:4]=[C:5]([C:8]([OH:10])=O)[NH:6][CH:7]=1.[C:13]([O:17][C:18]([N:20]1[CH2:25][CH2:24][CH2:23][C@H:22]([C:26](=[NH:29])[NH:27]O)[CH2:21]1)=[O:19])([CH3:16])([CH3:15])[CH3:14].C1C=NC2N(O)N=NC=2C=1.CCN=C=NCCCN(C)C.Cl. (8) Given the product [C:1]([CH2:3][C:4]([NH:52][C@H:50]([C:47]1[CH:46]=[CH:45][C:44]([CH:41]2[CH2:40][CH2:39][N:38]([C:35]3[CH:34]=[CH:33][C:32]([O:31][CH2:29][CH3:30])=[CH:37][CH:36]=3)[CH2:43][CH2:42]2)=[CH:49][CH:48]=1)[CH3:51])=[O:6])#[N:2], predict the reactants needed to synthesize it. The reactants are: [C:1]([CH2:3][C:4]([OH:6])=O)#[N:2].CN(C(ON1N=NC2C=CC=CC1=2)=[N+](C)C)C.[B-](F)(F)(F)F.[CH2:29]([O:31][C:32]1[CH:37]=[CH:36][C:35]([N:38]2[CH2:43][CH2:42][CH:41]([C:44]3[CH:49]=[CH:48][C:47]([C@@H:50]([NH2:52])[CH3:51])=[CH:46][CH:45]=3)[CH2:40][CH2:39]2)=[CH:34][CH:33]=1)[CH3:30]. (9) The reactants are: [OH:1][C:2]([CH3:23])([CH3:22])[CH:3]([N:5]1[C:13]2[C:8](=[CH:9][CH:10]=[CH:11][CH:12]=2)[C:7]([C:14]([O:16][C:17]([CH3:20])([CH3:19])[CH3:18])=[O:15])=[C:6]1[CH3:21])[CH3:4].[H-].[Na+].I[CH3:27]. Given the product [CH3:27][O:1][C:2]([CH3:22])([CH3:23])[CH:3]([N:5]1[C:13]2[C:8](=[CH:9][CH:10]=[CH:11][CH:12]=2)[C:7]([C:14]([O:16][C:17]([CH3:20])([CH3:19])[CH3:18])=[O:15])=[C:6]1[CH3:21])[CH3:4], predict the reactants needed to synthesize it.